The task is: Predict the reactants needed to synthesize the given product.. This data is from Full USPTO retrosynthesis dataset with 1.9M reactions from patents (1976-2016). (1) The reactants are: [CH3:1][C:2]1([CH3:13])[NH:7][C:6](=O)[C:5]2[CH:9]=[CH:10][CH:11]=[CH:12][C:4]=2[O:3]1.P(Cl)(Cl)(Cl)(Cl)[Cl:15]. Given the product [Cl:15][C:6]1[C:5]2[CH:9]=[CH:10][CH:11]=[CH:12][C:4]=2[O:3][C:2]([CH3:13])([CH3:1])[N:7]=1, predict the reactants needed to synthesize it. (2) Given the product [O:1]1[C:5]2[CH:6]=[CH:7][C:8]([O:10][C:11]3[CH:12]=[C:13]([CH:16]=[CH:17][CH:18]=3)[CH2:14][NH2:15])=[CH:9][C:4]=2[O:3][CH2:2]1, predict the reactants needed to synthesize it. The reactants are: [O:1]1[C:5]2[CH:6]=[CH:7][C:8]([O:10][C:11]3[CH:12]=[C:13]([CH:16]=[CH:17][CH:18]=3)[C:14]#[N:15])=[CH:9][C:4]=2[O:3][CH2:2]1.C1COCC1.[H-].[Al+3].[Li+].[H-].[H-].[H-].[OH-].[Na+]. (3) Given the product [I:1]/[CH:2]=[CH:3]/[CH2:4][O:5][Si:14]([CH:21]([CH3:23])[CH3:22])([CH:18]([CH3:20])[CH3:19])[CH:15]([CH3:17])[CH3:16], predict the reactants needed to synthesize it. The reactants are: [I:1]/[CH:2]=[CH:3]/[CH2:4][OH:5].N#N.N1C=CN=C1.Cl[Si:14]([CH:21]([CH3:23])[CH3:22])([CH:18]([CH3:20])[CH3:19])[CH:15]([CH3:17])[CH3:16]. (4) The reactants are: Cl[C:2]1[CH:7]=[C:6]([C:8]2[CH:13]=[CH:12][CH:11]=[CH:10][CH:9]=2)[N:5]=[C:4]([NH:14][C:15](=[O:32])[CH2:16][CH2:17][C:18]([C:20]2[CH:25]=[CH:24][C:23]([O:26][CH2:27][CH3:28])=[C:22]([O:29][CH2:30][CH3:31])[CH:21]=2)=[O:19])[CH:3]=1.C1(C2C=CC=CC=2)C=CC=CC=1P(C1CCCCC1)C1CCCCC1.C(=O)([O-])[O-].[K+].[K+].[OH:64][CH2:65][C:66]1[CH:71]=[CH:70][C:69](B(O)O)=[CH:68][CH:67]=1. Given the product [CH2:30]([O:29][C:22]1[CH:21]=[C:20]([C:18](=[O:19])[CH2:17][CH2:16][C:15]([NH:14][C:4]2[CH:3]=[C:2]([C:69]3[CH:70]=[CH:71][C:66]([CH2:65][OH:64])=[CH:67][CH:68]=3)[CH:7]=[C:6]([C:8]3[CH:13]=[CH:12][CH:11]=[CH:10][CH:9]=3)[N:5]=2)=[O:32])[CH:25]=[CH:24][C:23]=1[O:26][CH2:27][CH3:28])[CH3:31], predict the reactants needed to synthesize it. (5) Given the product [Br:1][C:2]1[C:10]([N+:12]([O-:14])=[O:13])=[CH:9][C:8]([Br:11])=[CH:7][C:3]=1[C:4]([OH:6])=[O:5], predict the reactants needed to synthesize it. The reactants are: [Br:1][C:2]1[CH:10]=[CH:9][C:8]([Br:11])=[CH:7][C:3]=1[C:4]([OH:6])=[O:5].[N+:12]([O-])([OH:14])=[O:13]. (6) Given the product [F:37][C:38]([F:43])([F:42])[C:39]([OH:41])=[O:40].[Cl:19][C:15]1[C:14]([F:20])=[C:13]([CH:12]2[C:11]([C:23]3[CH:28]=[CH:27][C:26]([Cl:29])=[CH:25][C:24]=3[O:30][CH3:31])([C:21]#[N:22])[CH:10]([CH2:32][C:33]([CH3:34])([CH3:35])[CH3:36])[NH:9][CH:8]2[C:6]([OH:7])=[O:5])[CH:18]=[CH:17][CH:16]=1, predict the reactants needed to synthesize it. The reactants are: C([O:5][C:6]([CH:8]1[CH:12]([C:13]2[CH:18]=[CH:17][CH:16]=[C:15]([Cl:19])[C:14]=2[F:20])[C:11]([C:23]2[CH:28]=[CH:27][C:26]([Cl:29])=[CH:25][C:24]=2[O:30][CH3:31])([C:21]#[N:22])[CH:10]([CH2:32][C:33]([CH3:36])([CH3:35])[CH3:34])[NH:9]1)=[O:7])(C)(C)C.[F:37][C:38]([F:43])([F:42])[C:39]([OH:41])=[O:40]. (7) Given the product [CH2:12]([CH:11]([CH2:28][CH2:29][CH2:8][CH2:3][CH2:2][CH3:1])[C:10]([OH:19])=[O:18])[CH2:13][CH2:14][CH2:15][CH2:16][CH2:17][CH2:22][CH3:23].[OH:9][CH2:8][CH:3]([CH2:6][OH:7])[OH:20].[OH:9][CH2:8][CH:3]([CH2:6][OH:7])[OH:18].[OH:9][CH2:8][CH:3]([CH2:6][OH:7])[OH:18].[OH:9][CH2:8][CH:3]([CH2:6][OH:7])[OH:18].[OH:9][CH2:8][CH:3]([CH2:6][OH:7])[OH:18].[OH:9][CH2:8][CH:3]([CH2:6][OH:7])[OH:18], predict the reactants needed to synthesize it. The reactants are: [CH3:1][CH2:2][C:3]([CH2:8][OH:9])([CH2:6][OH:7])CO.[C:10]([OH:19])(=[O:18])[CH2:11][CH2:12][CH2:13][CH2:14][CH2:15][CH2:16][CH3:17].[OH:20]N1C(=O)C[CH2:23][C:22]1=O.[CH3:28][CH:29](N=C=NC(C)C)C.